This data is from Reaction yield outcomes from USPTO patents with 853,638 reactions. The task is: Predict the reaction yield, written as a fraction of the theoretical maximum amount of product (1.0 means a 100% yield; for example, 0.34 means a 34% yield). (1) The reactants are [NH2:1][C:2]1[C:11]([N+:12]([O-])=O)=[CH:10][CH:9]=[C:8]2[C:3]=1[C:4](=[O:15])[NH:5][CH:6]=[N:7]2. The catalyst is CO.[Pd]. The product is [NH2:1][C:2]1[C:11]([NH2:12])=[CH:10][CH:9]=[C:8]2[C:3]=1[C:4](=[O:15])[NH:5][CH:6]=[N:7]2. The yield is 0.980. (2) The reactants are [CH:1]([NH:4][C:5]([C:7]1[C:15]2[C:10](=[N:11][CH:12]=[C:13]([O:16][C:17]3[CH:22]=[CH:21][CH:20]=[C:19]([C:23]#[N:24])[CH:18]=3)[N:14]=2)[N:9](COCC[Si](C)(C)C)[CH:8]=1)=[O:6])([CH3:3])[CH3:2]. The catalyst is Cl.CC(O)=O. The product is [CH:1]([NH:4][C:5]([C:7]1[C:15]2[C:10](=[N:11][CH:12]=[C:13]([O:16][C:17]3[CH:22]=[CH:21][CH:20]=[C:19]([C:23]#[N:24])[CH:18]=3)[N:14]=2)[NH:9][CH:8]=1)=[O:6])([CH3:3])[CH3:2]. The yield is 0.440. (3) The reactants are [O:1]=[C:2]1[C:10](=[CH:11][C:12]2[NH:13][C:14]3[CH2:15][CH2:16][CH2:17][CH2:18][C:19]=3[C:20]=2[CH2:21][CH2:22][C:23]([OH:25])=O)[C:9]2[C:4](=[CH:5][CH:6]=[CH:7][CH:8]=2)[NH:3]1.C(N1C=CN=C1)(N1C=CN=C1)=O.[NH2:38][CH2:39][CH2:40][N:41]1[CH2:46][CH2:45][O:44][CH2:43][CH2:42]1.O. The catalyst is CN(C)C=O. The product is [N:41]1([CH2:40][CH2:39][NH:38][C:23](=[O:25])[CH2:22][CH2:21][C:20]2[C:19]3[CH2:18][CH2:17][CH2:16][CH2:15][C:14]=3[NH:13][C:12]=2[CH:11]=[C:10]2[C:9]3[C:4](=[CH:5][CH:6]=[CH:7][CH:8]=3)[NH:3][C:2]2=[O:1])[CH2:46][CH2:45][O:44][CH2:43][CH2:42]1. The yield is 0.830. (4) The reactants are [H-].[H-].[H-].[H-].[Li+].[Al+3].[Cl:7][C:8]1[S:12][C:11]([S:13]([NH:16][CH:17]([CH:22]2[CH2:27][CH:26]3[CH:24]([C:25]3([F:29])[F:28])[CH2:23]2)[C:18](OC)=[O:19])(=[O:15])=[O:14])=[CH:10][CH:9]=1. The yield is 0.778. The product is [Cl:7][C:8]1[S:12][C:11]([S:13]([NH:16][CH:17]([CH:22]2[CH2:27][CH:26]3[CH:24]([C:25]3([F:29])[F:28])[CH2:23]2)[CH2:18][OH:19])(=[O:14])=[O:15])=[CH:10][CH:9]=1. The catalyst is C1COCC1. (5) The reactants are Br[C:2]1[C:7]([O:8][CH2:9][C:10]([NH2:12])=[O:11])=[C:6]([CH2:13][CH2:14][N:15]2[CH2:20][CH2:19][N:18]([C:21]3[CH:30]=[CH:29][CH:28]=[C:27]4[C:22]=3[CH:23]=[N:24][C:25]([CH3:31])=[N:26]4)[CH2:17][CH2:16]2)[C:5]([F:32])=[CH:4][CH:3]=1.CNCCNC.C([O-])([O-])=O.[K+].[K+]. The catalyst is CN1C(=O)CCC1.[Cu]I. The product is [F:32][C:5]1[CH:4]=[CH:3][C:2]2[NH:12][C:10](=[O:11])[CH2:9][O:8][C:7]=2[C:6]=1[CH2:13][CH2:14][N:15]1[CH2:20][CH2:19][N:18]([C:21]2[CH:30]=[CH:29][CH:28]=[C:27]3[C:22]=2[CH:23]=[N:24][C:25]([CH3:31])=[N:26]3)[CH2:17][CH2:16]1. The yield is 0.530. (6) The reactants are [Cl:1][C:2]1[C:7]([CH2:8][C:9]([O:11][CH2:12][CH3:13])=[O:10])=[CH:6][N:5]=[CH:4][N:3]=1.[CH:14]([N-]C(C)C)(C)C.[Li+].IC. The catalyst is C1COCC1. The product is [Cl:1][C:2]1[C:7]([CH:8]([CH3:14])[C:9]([O:11][CH2:12][CH3:13])=[O:10])=[CH:6][N:5]=[CH:4][N:3]=1. The yield is 0.310. (7) The reactants are ClC1C=CC=C(C(OO)=[O:9])C=1.ClCCl.[CH:15]([C:19]1[C:20]([NH:29][CH2:30][C:31]([F:34])([F:33])[F:32])=[N:21][C:22]([S:27][CH3:28])=[N:23][C:24]=1[CH2:25][CH3:26])([CH2:17][CH3:18])[CH3:16].[OH2:35]. No catalyst specified. The product is [CH:15]([C:19]1[C:20]([NH:29][CH2:30][C:31]([F:32])([F:33])[F:34])=[N:21][C:22]([S:27]([CH3:28])(=[O:9])=[O:35])=[N:23][C:24]=1[CH2:25][CH3:26])([CH2:17][CH3:18])[CH3:16]. The yield is 0.610. (8) The reactants are [Cl:1][C:2]1[CH:11]=[C:10](Cl)[C:9]2[C:4](=[C:5]([CH3:15])[C:6]([O:13][CH3:14])=[CH:7][CH:8]=2)[N:3]=1.ClC1C=C([O:27][CH2:28][C:29]2[CH:34]=[CH:33][C:32]([O:35][CH3:36])=[CH:31][CH:30]=2)C2C(=C(Cl)C(OC)=CC=2)N=1. No catalyst specified. The product is [Cl:1][C:2]1[CH:11]=[C:10]([O:27][CH2:28][C:29]2[CH:34]=[CH:33][C:32]([O:35][CH3:36])=[CH:31][CH:30]=2)[C:9]2[C:4](=[C:5]([CH3:15])[C:6]([O:13][CH3:14])=[CH:7][CH:8]=2)[N:3]=1. The yield is 0.500. (9) The reactants are [N:1]1[CH:6]=[CH:5][C:4]([CH2:7][CH2:8][CH2:9][OH:10])=[CH:3][CH:2]=1.C(N(CC)CC)C.C1C(=O)N(OC(ON2C(=O)CCC2=O)=O)[C:20](=[O:21])C1.Cl.[C:37]12([CH2:47][CH2:48][NH:49][CH2:50][CH2:51][CH2:52][CH2:53][CH3:54])[CH2:46][CH:41]3[CH2:42][CH:43]([CH2:45][CH:39]([CH2:40]3)[CH2:38]1)[CH2:44]2. The catalyst is C(#N)C.C(Cl)Cl. The product is [C:37]12([CH2:47][CH2:48][N:49]([CH2:50][CH2:51][CH2:52][CH2:53][CH3:54])[C:20](=[O:21])[O:10][CH2:9][CH2:8][CH2:7][C:4]3[CH:5]=[CH:6][N:1]=[CH:2][CH:3]=3)[CH2:44][CH:43]3[CH2:42][CH:41]([CH2:40][CH:39]([CH2:45]3)[CH2:38]1)[CH2:46]2. The yield is 0.970. (10) The reactants are [Cl:1][C:2]1[CH:7]=[C:6]([O:8][C:9]2[C:18]3[C:13](=[CH:14][C:15]([OH:21])=[C:16]([O:19][CH3:20])[CH:17]=3)[N:12]=[CH:11][N:10]=2)[CH:5]=[CH:4][C:3]=1[NH:22][C:23]([NH:25][CH2:26][CH2:27][CH3:28])=[O:24].C(=O)([O-])[O-].[K+].[K+].Br[CH2:36][CH2:37][CH2:38][OH:39]. The catalyst is CN(C)C=O. The product is [Cl:1][C:2]1[CH:7]=[C:6]([O:8][C:9]2[C:18]3[C:13](=[CH:14][C:15]([O:21][CH2:36][CH2:37][CH2:38][OH:39])=[C:16]([O:19][CH3:20])[CH:17]=3)[N:12]=[CH:11][N:10]=2)[CH:5]=[CH:4][C:3]=1[NH:22][C:23]([NH:25][CH2:26][CH2:27][CH3:28])=[O:24]. The yield is 0.400.